Predict the reactants needed to synthesize the given product. From a dataset of Full USPTO retrosynthesis dataset with 1.9M reactions from patents (1976-2016). (1) Given the product [C:16]([C:15]1[CH:18]=[CH:19][C:12]([O:10][CH:9]2[CH2:8][NH:7][CH2:6][C:5]3[O:1][CH:2]=[CH:3][C:4]2=3)=[CH:13][CH:14]=1)#[N:17], predict the reactants needed to synthesize it. The reactants are: [O:1]1[C:5]2[CH2:6][NH:7][CH2:8][CH:9]([OH:10])[C:4]=2[CH:3]=[CH:2]1.F[C:12]1[CH:19]=[CH:18][C:15]([C:16]#[N:17])=[CH:14][CH:13]=1. (2) Given the product [C:3]([NH:5][C:9](=[O:10])[NH:14][C:15]1[N:20]=[CH:19][C:18]([O:21][C:22]2[CH:27]=[CH:26][N:25]=[C:24]([NH:28][C:29](=[O:35])[O:30][C:31]([CH3:32])([CH3:34])[CH3:33])[CH:23]=2)=[CH:17][CH:16]=1)(=[O:4])[C:2]([CH3:7])([CH3:6])[CH3:1], predict the reactants needed to synthesize it. The reactants are: [CH3:1][C:2]([CH3:7])([CH3:6])[C:3]([NH2:5])=[O:4].C(Cl)(=O)[C:9](Cl)=[O:10].[NH2:14][C:15]1[N:20]=[CH:19][C:18]([O:21][C:22]2[CH:27]=[CH:26][N:25]=[C:24]([NH:28][C:29](=[O:35])[O:30][C:31]([CH3:34])([CH3:33])[CH3:32])[CH:23]=2)=[CH:17][CH:16]=1.N1C=CC=CC=1. (3) The reactants are: O[N:2]=[C:3]1[C:9]2[CH:10]=[CH:11][CH2:12][CH2:13][C:8]=2[CH2:7][CH2:6][N:5]([CH3:14])[C:4]1=[O:15].[H][H]. Given the product [NH2:2][CH:3]1[C:9]2[CH:10]=[CH:11][CH2:12][CH2:13][C:8]=2[CH2:7][CH2:6][N:5]([CH3:14])[C:4]1=[O:15], predict the reactants needed to synthesize it.